From a dataset of Forward reaction prediction with 1.9M reactions from USPTO patents (1976-2016). Predict the product of the given reaction. (1) Given the reactants C[O:2][C:3](=[O:23])[CH:4]([NH:15]C(OC(C)(C)C)=O)[CH2:5][C:6]1[CH:11]=[C:10]([Br:12])[C:9]([OH:13])=[C:8]([Br:14])[CH:7]=1.Cl[CH2:25][C:26]1[CH:31]=[CH:30][CH:29]=[CH:28][N:27]=1, predict the reaction product. The product is: [CH2:3]([NH+:27]([CH2:26][CH3:31])[CH2:28][CH3:29])[CH3:4].[NH2:15][CH:4]([CH2:5][C:6]1[CH:7]=[C:8]([Br:14])[C:9]([O:13][CH2:25][C:26]2[CH:31]=[CH:30][CH:29]=[CH:28][N:27]=2)=[C:10]([Br:12])[CH:11]=1)[C:3]([O-:2])=[O:23]. (2) Given the reactants [C:1]([C:3]1[CH:4]=[C:5]([NH2:10])[C:6]([NH2:9])=[CH:7][CH:8]=1)#[N:2].[S:11]1[CH:15]=[CH:14][CH:13]=[C:12]1[C:16](=O)[C:17](O)=[O:18], predict the reaction product. The product is: [C:1]([C:3]1[CH:4]=[C:5]2[C:6](=[CH:7][CH:8]=1)[NH:9][C:17](=[O:18])[C:16]([C:12]1[S:11][CH:15]=[CH:14][CH:13]=1)=[N:10]2)#[N:2].